Predict the reactants needed to synthesize the given product. From a dataset of Full USPTO retrosynthesis dataset with 1.9M reactions from patents (1976-2016). Given the product [CH3:15][N:13]([CH3:14])[CH:10]1[CH2:11][CH2:12][N:8]([C:6]([C:5]2[CH:16]=[CH:17][C:2]([NH:1][C:28]([C:19]3[CH:20]=[CH:21][C:22]4[C:27](=[CH:26][CH:25]=[CH:24][CH:23]=4)[N:18]=3)=[O:29])=[CH:3][CH:4]=2)=[O:7])[CH2:9]1, predict the reactants needed to synthesize it. The reactants are: [NH2:1][C:2]1[CH:17]=[CH:16][C:5]([C:6]([N:8]2[CH2:12][CH2:11][CH:10]([N:13]([CH3:15])[CH3:14])[CH2:9]2)=[O:7])=[CH:4][CH:3]=1.[N:18]1[C:27]2[C:22](=[CH:23][CH:24]=[CH:25][CH:26]=2)[CH:21]=[CH:20][C:19]=1[C:28](Cl)=[O:29].C(N(C(C)C)CC)(C)C.